Dataset: Forward reaction prediction with 1.9M reactions from USPTO patents (1976-2016). Task: Predict the product of the given reaction. (1) Given the reactants [Cl:1][C:2]1[CH:7]=[CH:6][C:5]([C:8]2[N:12]([CH2:13][C:14](=[O:17])[CH2:15][CH3:16])[C:11](=[O:18])[N:10]([CH2:19][C:20]([NH:22][C:23]([CH3:35])([C:25]3[CH:30]=[CH:29][CH:28]=[C:27]([C:31]([F:34])([F:33])[F:32])[CH:26]=3)[CH3:24])=[O:21])[N:9]=2)=[CH:4][CH:3]=1.[BH4-].[Na+].[Cl-].[NH4+], predict the reaction product. The product is: [Cl:1][C:2]1[CH:7]=[CH:6][C:5]([C:8]2[N:12]([CH2:13][CH:14]([OH:17])[CH2:15][CH3:16])[C:11](=[O:18])[N:10]([CH2:19][C:20]([NH:22][C:23]([CH3:24])([C:25]3[CH:30]=[CH:29][CH:28]=[C:27]([C:31]([F:32])([F:33])[F:34])[CH:26]=3)[CH3:35])=[O:21])[N:9]=2)=[CH:4][CH:3]=1. (2) Given the reactants [F:1][C:2]1[C:7]([S:8][CH3:9])=[CH:6][C:5]([CH3:10])=[CH:4][C:3]=1[O:11][CH3:12].C[OH:14], predict the reaction product. The product is: [F:1][C:2]1[C:7]([S:8]([CH3:9])=[O:14])=[CH:6][C:5]([CH3:10])=[CH:4][C:3]=1[O:11][CH3:12].